Task: Predict the reactants needed to synthesize the given product.. Dataset: Full USPTO retrosynthesis dataset with 1.9M reactions from patents (1976-2016) Given the product [Cl:1][C:2]1[CH:3]=[C:4]([S:9]([N:12]([C:13]2[CH:22]=[CH:21][CH:20]=[CH:19][C:14]=2[C:15]([O:17][CH3:18])=[O:16])[CH3:23])(=[O:10])=[O:11])[CH:5]=[CH:6][C:7]=1[Cl:8], predict the reactants needed to synthesize it. The reactants are: [Cl:1][C:2]1[CH:3]=[C:4]([S:9]([NH:12][C:13]2[CH:22]=[CH:21][CH:20]=[CH:19][C:14]=2[C:15]([O:17][CH3:18])=[O:16])(=[O:11])=[O:10])[CH:5]=[CH:6][C:7]=1[Cl:8].[C:23]([O-])([O-])=O.[K+].[K+].CI.